From a dataset of Catalyst prediction with 721,799 reactions and 888 catalyst types from USPTO. Predict which catalyst facilitates the given reaction. Reactant: [CH:1]1[C:10]2[C:5](=[CH:6][CH:7]=[CH:8][CH:9]=2)[CH:4]=[CH:3][C:2]=1[CH:11]=O.[CH2:13]([N:15]([CH2:21][CH3:22])[CH2:16][CH2:17][CH2:18][CH2:19][NH2:20])[CH3:14].[BH4-].[Na+].[OH-].[Na+]. Product: [CH2:13]([N:15]([CH2:21][CH3:22])[CH2:16][CH2:17][CH2:18][CH2:19][NH:20][CH2:11][C:2]1[CH:3]=[CH:4][C:5]2[C:10](=[CH:9][CH:8]=[CH:7][CH:6]=2)[CH:1]=1)[CH3:14]. The catalyst class is: 5.